From a dataset of Forward reaction prediction with 1.9M reactions from USPTO patents (1976-2016). Predict the product of the given reaction. (1) The product is: [N:3]12[CH2:10][CH2:9][CH:6]([CH2:7][CH2:8]1)[C@@H:5]([NH:11][C:18]([C:15]1[CH:14]=[C:13]([Br:12])[S:17][CH:16]=1)=[O:19])[CH2:4]2. Given the reactants Cl.Cl.[N:3]12[CH2:10][CH2:9][CH:6]([CH2:7][CH2:8]1)[C@@H:5]([NH2:11])[CH2:4]2.[Br:12][C:13]1[S:17][CH:16]=[C:15]([C:18](O)=[O:19])[CH:14]=1, predict the reaction product. (2) The product is: [CH3:11][O:9][C:8]([C:5]1[CH:4]=[CH:3][C:2]([O:1][CH2:23][C:24]([F:29])([F:28])[CH:25]([F:27])[F:26])=[CH:7][N:6]=1)=[O:10]. Given the reactants [OH:1][C:2]1[CH:3]=[CH:4][C:5]([C:8]([OH:10])=[O:9])=[N:6][CH:7]=1.[C:11](=O)([O-])[O-].[K+].[K+].FC(F)(F)S(O[CH2:23][C:24]([F:29])([F:28])[CH:25]([F:27])[F:26])(=O)=O, predict the reaction product. (3) The product is: [CH2:33]([NH:22][C:19]1[CH:20]=[CH:21][C:16]([C:13]2[S:12][C:11]([C:9]([NH:8][CH:3]([CH:2]([CH3:25])[CH3:1])[C:4]([O:6][CH3:7])=[O:5])=[O:10])=[N:15][CH:14]=2)=[CH:17][CH:18]=1)[C:34]1[CH:39]=[CH:38][CH:37]=[CH:36][CH:35]=1. Given the reactants [CH3:1][CH:2]([CH3:25])[CH:3]([NH:8][C:9]([C:11]1[S:12][C:13]([C:16]2[CH:21]=[CH:20][C:19]([N+:22]([O-])=O)=[CH:18][CH:17]=2)=[CH:14][N:15]=1)=[O:10])[C:4]([O:6][CH3:7])=[O:5].C(N(CC)CC)C.[CH2:33](Br)[C:34]1[CH:39]=[CH:38][CH:37]=[CH:36][CH:35]=1, predict the reaction product. (4) Given the reactants Br[C:2]1[C:6]2[N:7]=[C:8]([Cl:12])[N:9]=[C:10]([NH2:11])[C:5]=2[S:4][CH:3]=1.C(=O)([O-])[O-].[Na+].[Na+].[N+:19]([C:22]1[CH:23]=[C:24](B(O)O)[CH:25]=[CH:26][CH:27]=1)([O-:21])=[O:20].CC(C1C=C(C(C)C)C(C2C(P(C(C)(C)C)C(C)(C)C)=CC=CC=2)=C(C(C)C)C=1)C, predict the reaction product. The product is: [Cl:12][C:8]1[N:9]=[C:10]([NH2:11])[C:5]2[S:4][CH:3]=[C:2]([C:26]3[CH:25]=[CH:24][CH:23]=[C:22]([N+:19]([O-:21])=[O:20])[CH:27]=3)[C:6]=2[N:7]=1. (5) Given the reactants [NH2:1][C@H:2]([CH2:8][C:9]1[CH:14]=[C:13](I)[C:12]([NH2:16])=[C:11]([Cl:17])[CH:10]=1)[C:3]([O:5][CH2:6][CH3:7])=[O:4].C(N(CC)CC)C.[CH3:25][Si:26]([C:29]#[CH:30])([CH3:28])[CH3:27], predict the reaction product. The product is: [NH2:1][C@H:2]([CH2:8][C:9]1[CH:14]=[C:13]([C:30]#[C:29][Si:26]([CH3:28])([CH3:27])[CH3:25])[C:12]([NH2:16])=[C:11]([Cl:17])[CH:10]=1)[C:3]([O:5][CH2:6][CH3:7])=[O:4]. (6) Given the reactants [N+:1]([C:4]1[CH:9]=[CH:8][C:7]([N:10]2[CH2:15][CH2:14][NH:13][CH2:12][CH2:11]2)=[CH:6][CH:5]=1)([O-:3])=[O:2].Cl[C:17]1[CH:22]=[CH:21][CH:20]=[C:19]([CH3:23])[N:18]=1.C1(P(C2CCCCC2)C2(N(C)C)CC=CC=C2C2C=CC=CC=2)CCCCC1.C(=O)([O-])[O-].[Cs+].[Cs+], predict the reaction product. The product is: [CH3:23][C:19]1[N:18]=[C:17]([N:13]2[CH2:14][CH2:15][N:10]([C:7]3[CH:6]=[CH:5][C:4]([N+:1]([O-:3])=[O:2])=[CH:9][CH:8]=3)[CH2:11][CH2:12]2)[CH:22]=[CH:21][CH:20]=1. (7) Given the reactants [CH3:1][O:2][C:3]([C:5]1[C:10]([Br:11])=[C:9]([NH2:12])[CH:8]=[C:7]([Cl:13])[N:6]=1)=[O:4].[B-](F)(F)(F)[F:15].[B-](F)(F)(F)F.C1[N+]2(CCl)CC[N+](F)(CC2)C1.O, predict the reaction product. The product is: [CH3:1][O:2][C:3]([C:5]1[C:10]([Br:11])=[C:9]([NH2:12])[C:8]([F:15])=[C:7]([Cl:13])[N:6]=1)=[O:4]. (8) Given the reactants [OH:1][C:2]1([C:5]([OH:7])=O)[CH2:4][CH2:3]1.CN(C(ON1N=NC2C=CC=CC1=2)=[N+](C)C)C.F[P-](F)(F)(F)(F)F.CCN(C(C)C)C(C)C.Cl.[N:42]1([C:48]([C:50]2[CH:55]=[CH:54][C:53]([C:56]3[CH:70]=[CH:69][C:59]4[C:60]([NH:63][C:64]([CH:66]5[CH2:68][CH2:67]5)=[O:65])=[N:61][O:62][C:58]=4[CH:57]=3)=[CH:52][CH:51]=2)=[O:49])[CH2:47][CH2:46][NH:45][CH2:44][CH2:43]1, predict the reaction product. The product is: [OH:1][C:2]1([C:5]([N:45]2[CH2:44][CH2:43][N:42]([C:48]([C:50]3[CH:55]=[CH:54][C:53]([C:56]4[CH:70]=[CH:69][C:59]5[C:60]([NH:63][C:64]([CH:66]6[CH2:68][CH2:67]6)=[O:65])=[N:61][O:62][C:58]=5[CH:57]=4)=[CH:52][CH:51]=3)=[O:49])[CH2:47][CH2:46]2)=[O:7])[CH2:4][CH2:3]1. (9) Given the reactants [Cl:1][C:2]1[CH:7]=[C:6]([CH2:8][NH:9][C:10]([NH2:26])=[N:11][C:12](=[O:25])[CH2:13][C:14]2[C:22]3[C:17](=[CH:18][CH:19]=[C:20](OC)[CH:21]=3)[NH:16][CH:15]=2)[CH:5]=[C:4]([Cl:27])[C:3]=1[NH:28][C:29](=[O:31])[CH3:30].[CH3:32]C1NC2C(C=1CC(O)=O)=CC=CC=2.COC1C=C2C(=CC=1)NC=C2CC(N(C(SC)=N)C(=O)OC(C)(C)C)=O.C(NC1C(Cl)=CC(CN)=CC=1Cl)(=O)C, predict the reaction product. The product is: [Cl:27][C:4]1[CH:5]=[C:6]([CH2:8][NH:9][C:10]([NH2:26])=[N:11][C:12](=[O:25])[CH2:13][C:14]2[C:22]3[C:17](=[CH:18][CH:19]=[CH:20][CH:21]=3)[NH:16][C:15]=2[CH3:32])[CH:7]=[C:2]([Cl:1])[C:3]=1[NH:28][C:29](=[O:31])[CH3:30]. (10) Given the reactants [CH2:1]([O:3][C:4](=[O:18])[CH2:5][C:6]1[N:7]=[C:8]([S:16][CH3:17])[S:9][C:10]=1[C:11]([O:13]CC)=O)[CH3:2].[Cl:19][C:20]1[CH:29]=[C:28]([I:30])[CH:27]=[CH:26][C:21]=1[N:22]=[C:23]=[N:24][CH3:25], predict the reaction product. The product is: [Cl:19][C:20]1[CH:29]=[C:28]([I:30])[CH:27]=[CH:26][C:21]=1[NH:22][C:23]1[N:24]([CH3:25])[C:11](=[O:13])[C:10]2[S:9][C:8]([S:16][CH3:17])=[N:7][C:6]=2[C:5]=1[C:4]([O:3][CH2:1][CH3:2])=[O:18].